This data is from Catalyst prediction with 721,799 reactions and 888 catalyst types from USPTO. The task is: Predict which catalyst facilitates the given reaction. (1) Reactant: [Br:1][C:2]1[CH:14]=[CH:13][C:12]([C:15]([NH2:17])=[O:16])=[C:11]2[C:3]=1[C:4]1[CH2:5][CH2:6][CH:7]([CH:18]=O)[CH2:8][C:9]=1[NH:10]2.C([O-])(=O)C.[NH4+:24].C(O[BH-](OC(=O)C)OC(=O)C)(=O)C.[Na+].C1COCC1. Product: [NH2:24][CH2:18][CH:7]1[CH2:6][CH2:5][C:4]2[C:3]3[C:11](=[C:12]([C:15]([NH2:17])=[O:16])[CH:13]=[CH:14][C:2]=3[Br:1])[NH:10][C:9]=2[CH2:8]1. The catalyst class is: 2. (2) Reactant: [Br:1][C:2]1[C:14]([CH3:15])=[CH:13][C:5]([O:6][CH2:7][C:8]([CH3:12])([CH3:11])[CH2:9][OH:10])=[CH:4][C:3]=1[CH3:16].C(N(CC)CC)C.[CH3:24][S:25](Cl)(=[O:27])=[O:26]. Product: [CH3:24][S:25]([O:10][CH2:9][C:8]([CH3:12])([CH3:11])[CH2:7][O:6][C:5]1[CH:13]=[C:14]([CH3:15])[C:2]([Br:1])=[C:3]([CH3:16])[CH:4]=1)(=[O:27])=[O:26]. The catalyst class is: 4.